Dataset: Reaction yield outcomes from USPTO patents with 853,638 reactions. Task: Predict the reaction yield, written as a fraction of the theoretical maximum amount of product (1.0 means a 100% yield; for example, 0.34 means a 34% yield). The reactants are [Cl:1][C:2]1[S:6][C:5]([C:7]([O:9]C)=[O:8])=[CH:4][C:3]=1[C:11]1[N:15]([CH3:16])[N:14]=[CH:13][C:12]=1[CH3:17].[OH-].[K+]. The catalyst is C1COCC1.O. The product is [Cl:1][C:2]1[S:6][C:5]([C:7]([OH:9])=[O:8])=[CH:4][C:3]=1[C:11]1[N:15]([CH3:16])[N:14]=[CH:13][C:12]=1[CH3:17]. The yield is 0.940.